Dataset: Full USPTO retrosynthesis dataset with 1.9M reactions from patents (1976-2016). Task: Predict the reactants needed to synthesize the given product. Given the product [CH3:4][O:5][C:6]1[CH:11]=[CH:10][C:9]([C:12]2[N:17]=[C:16]([C:18]([OH:20])=[O:19])[CH:15]=[CH:14][CH:13]=2)=[C:8]([CH3:22])[C:7]=1[CH:23]1[C:24]2[C:25](=[O:42])[CH2:26][C:27]([CH3:40])([CH3:41])[CH2:28][C:29]=2[O:30][C:31]2[CH2:32][C:33]([CH3:39])([CH3:38])[CH2:34][C:35](=[O:37])[C:36]1=2, predict the reactants needed to synthesize it. The reactants are: O.[OH-].[Li+].[CH3:4][O:5][C:6]1[CH:11]=[CH:10][C:9]([C:12]2[N:17]=[C:16]([C:18]([O:20]C)=[O:19])[CH:15]=[CH:14][CH:13]=2)=[C:8]([CH3:22])[C:7]=1[CH:23]1[C:36]2[C:35](=[O:37])[CH2:34][C:33]([CH3:39])([CH3:38])[CH2:32][C:31]=2[O:30][C:29]2[CH2:28][C:27]([CH3:41])([CH3:40])[CH2:26][C:25](=[O:42])[C:24]1=2.